From a dataset of Catalyst prediction with 721,799 reactions and 888 catalyst types from USPTO. Predict which catalyst facilitates the given reaction. (1) Reactant: [C:1]1([NH:7][NH2:8])[CH:6]=[CH:5][CH:4]=[CH:3][CH:2]=1.[Cl:9][C:10]1[CH:15]=[CH:14][C:13](Br)=[CH:12][CH:11]=1.C1C=CC(P(C2C(C3C(P(C4C=CC=CC=4)C4C=CC=CC=4)=CC=C4C=3C=CC=C4)=C3C(C=CC=C3)=CC=2)C2C=CC=CC=2)=CC=1.CC([O-])(C)C.[Na+]. Product: [Cl:9][C:10]1[CH:15]=[CH:14][C:13]([N:7]([C:1]2[CH:6]=[CH:5][CH:4]=[CH:3][CH:2]=2)[NH2:8])=[CH:12][CH:11]=1. The catalyst class is: 318. (2) Reactant: C[O:2][C:3]([C:5]1[CH:26]=[CH:25][C:8]([CH2:9][N:10]2[CH2:15][CH:14]([CH3:16])[N:13]([C:17]([O:19][C:20]([CH3:23])([CH3:22])[CH3:21])=[O:18])[CH:12]([CH3:24])[CH2:11]2)=[C:7]([C:27]([F:30])([F:29])[F:28])[CH:6]=1)=[O:4].[OH-].[Na+]. Product: [C:20]([O:19][C:17]([N:13]1[CH:12]([CH3:24])[CH2:11][N:10]([CH2:9][C:8]2[CH:25]=[CH:26][C:5]([C:3]([OH:4])=[O:2])=[CH:6][C:7]=2[C:27]([F:29])([F:30])[F:28])[CH2:15][CH:14]1[CH3:16])=[O:18])([CH3:21])([CH3:22])[CH3:23]. The catalyst class is: 5. (3) Reactant: [NH2:1][C:2]1[C:7]2[C:8](=[O:32])[N:9]([C:13]3[CH:18]=[C:17]([CH3:19])[C:16]([C:20]4[C:21](C)=[N:22][N:23]([CH2:25][C:26]([F:29])([F:28])[CH3:27])[CH:24]=4)=[C:15]([CH3:31])[CH:14]=3)CCO[C:6]=2[N:5]=[CH:4][N:3]=1.B1(B2OC(C)(C)C(C)(C)O2)OC(C)(C)[C:35](C)(C)O1.[CH3:51][C:52]([O-:54])=O.[K+]. The catalyst class is: 75. Product: [NH2:1][C:2]1[C:7]2[C:8](=[O:32])[N:9]([C:13]3[CH:18]=[C:17]([CH3:19])[C:16]([C:20]4[CH:21]=[N:22][N:23]([CH2:25][C:26]([F:29])([F:28])[CH3:27])[C:24]=4[CH3:35])=[C:15]([CH3:31])[CH:14]=3)[CH2:51][CH2:52][O:54][C:6]=2[N:5]=[CH:4][N:3]=1. (4) Reactant: Cl[C:2]1[CH:3]=[C:4]([CH:9]=C[CH:11]=1)[C:5](OO)=[O:6].[OH:12][C:13]1[CH:14]=[C:15]([S:19]([C:21]2[C:29]3[C:28](=[O:30])[N:27]([CH3:31])[C:26](=[O:32])[N:25]([CH2:33][CH:34]([CH3:36])[CH3:35])[C:24]=3[S:23][C:22]=2[CH2:37][C:38]2[C:47]3[C:42](=[CH:43][CH:44]=[CH:45][CH:46]=3)[CH:41]=[CH:40][CH:39]=2)=[O:20])[CH:16]=[CH:17][CH:18]=1.C(OCC)(=O)C. Product: [CH3:11][CH2:2][CH2:3][CH:4]([CH3:9])[CH3:5].[OH:12][C:13]1[CH:14]=[C:15]([S:19]([C:21]2[C:29]3[C:28](=[O:30])[N:27]([CH3:31])[C:26](=[O:32])[N:25]([CH2:33][CH:34]([CH3:35])[CH3:36])[C:24]=3[S:23][C:22]=2[CH2:37][C:38]2[C:47]3[C:42](=[CH:43][CH:44]=[CH:45][CH:46]=3)[CH:41]=[CH:40][CH:39]=2)(=[O:6])=[O:20])[CH:16]=[CH:17][CH:18]=1. The catalyst class is: 4. (5) The catalyst class is: 20. Reactant: [OH:1][CH2:2][CH2:3][CH2:4][CH2:5][CH2:6][CH2:7][NH:8][C:9](=O)OC(C)(C)C.[H-].[H-].[H-].[H-].[Li+].[Al+3].[OH-].[Na+].[O-]S([O-])(=O)=O.[Mg+2]. Product: [CH3:9][NH:8][CH2:7][CH2:6][CH2:5][CH2:4][CH2:3][CH2:2][OH:1]. (6) Reactant: Cl.O1CCOCC1.[Si]([O:15][CH2:16][C@@H:17]([N:25]1[CH:30]=[CH:29][C:28]([C:31]2[CH:36]=[CH:35][N:34]=[C:33]([NH:37][C@H:38]3[CH2:43][CH2:42][O:41][CH2:40][C@H:39]3[F:44])[N:32]=2)=[CH:27][C:26]1=[O:45])[C:18]1[CH:23]=[CH:22][CH:21]=[C:20]([Cl:24])[CH:19]=1)(C(C)(C)C)(C)C. Product: [Cl:24][C:20]1[CH:19]=[C:18]([C@H:17]([N:25]2[CH:30]=[CH:29][C:28]([C:31]3[CH:36]=[CH:35][N:34]=[C:33]([NH:37][C@H:38]4[CH2:43][CH2:42][O:41][CH2:40][C@H:39]4[F:44])[N:32]=3)=[CH:27][C:26]2=[O:45])[CH2:16][OH:15])[CH:23]=[CH:22][CH:21]=1. The catalyst class is: 5. (7) Reactant: [Br:1][C:2]1[N:7]=[C:6]([CH2:8][OH:9])[CH:5]=[CH:4][CH:3]=1.[OH:10][C:11]1[C:16]([CH2:17][CH2:18][CH3:19])=[C:15](O)[CH:14]=[CH:13][C:12]=1[C:21](=[O:23])[CH3:22].C(P(CCCC)CCCC)CCC.N(C(N1CCCCC1)=O)=NC(N1CCCCC1)=O. Product: [Br:1][C:2]1[N:7]=[C:6]([CH2:8][O:9][C:15]2[CH:14]=[CH:13][C:12]([C:21](=[O:23])[CH3:22])=[C:11]([OH:10])[C:16]=2[CH2:17][CH2:18][CH3:19])[CH:5]=[CH:4][CH:3]=1. The catalyst class is: 305. (8) Reactant: [C:1]([OH:5])(=[O:4])[CH:2]=[CH2:3].[CH2:6]=[CH:7][C:8]1[CH:13]=[CH:12][CH:11]=[CH:10][CH:9]=1. Product: [C:1]([OH:5])(=[O:4])[CH:2]=[CH2:3].[CH2:6]=[CH:7][C:8]1[CH:13]=[CH:12][CH:11]=[CH:10][CH:9]=1. The catalyst class is: 1.